From a dataset of Catalyst prediction with 721,799 reactions and 888 catalyst types from USPTO. Predict which catalyst facilitates the given reaction. (1) Reactant: [Cl:1][C:2]1[CH:23]=[C:22]([Cl:24])[CH:21]=[CH:20][C:3]=1[CH2:4][N:5]1[C:13]2[C:8](=[CH:9][CH:10]=[CH:11][CH:12]=2)[C:7]([CH:14]=[N:15][NH:16][C:17](=[S:19])[NH2:18])=[CH:6]1.Br[CH2:26][C:27]([C:29]1[CH:34]=[CH:33][C:32]([Cl:35])=[CH:31][C:30]=1[Cl:36])=O. Product: [Cl:1][C:2]1[CH:23]=[C:22]([Cl:24])[CH:21]=[CH:20][C:3]=1[CH2:4][N:5]1[C:13]2[C:8](=[CH:9][CH:10]=[CH:11][CH:12]=2)[C:7]([CH:14]=[N:15][NH:16][C:17]2[S:19][CH:26]=[C:27]([C:29]3[CH:34]=[CH:33][C:32]([Cl:35])=[CH:31][C:30]=3[Cl:36])[N:18]=2)=[CH:6]1. The catalyst class is: 1. (2) Reactant: Cl[C:2]1[N:27]=[C:26]([CH3:28])[CH:25]=[CH:24][C:3]=1[C:4]([NH:6][C:7]1[CH:12]=[CH:11][C:10]([N:13]([CH:22]=[O:23])[CH2:14][CH2:15][C:16]2[CH:21]=[CH:20][CH:19]=[CH:18][N:17]=2)=[CH:9][CH:8]=1)=[O:5].[CH3:29][CH:30]([SH:32])[CH3:31].CC(C)([O-])C.[K+].C(OCC)(=O)C. Product: [CH:22]([N:13]([CH2:14][CH2:15][C:16]1[CH:21]=[CH:20][CH:19]=[CH:18][N:17]=1)[C:10]1[CH:11]=[CH:12][C:7]([NH:6][C:4](=[O:5])[C:3]2[CH:24]=[CH:25][C:26]([CH3:28])=[N:27][C:2]=2[S:32][CH:30]([CH3:31])[CH3:29])=[CH:8][CH:9]=1)=[O:23]. The catalyst class is: 35. (3) Reactant: [Cl:1][C:2]1[CH:3]=[N:4][C:5]([O:12][C:13]2[CH:18]=[CH:17][C:16]([F:19])=[C:15]([F:20])[CH:14]=2)=[C:6]([CH:11]=1)[C:7]([O:9]C)=[O:8].CO.[OH-].[Na+].Cl. Product: [Cl:1][C:2]1[CH:3]=[N:4][C:5]([O:12][C:13]2[CH:18]=[CH:17][C:16]([F:19])=[C:15]([F:20])[CH:14]=2)=[C:6]([CH:11]=1)[C:7]([OH:9])=[O:8]. The catalyst class is: 1. (4) Reactant: [CH3:1][O:2][C:3]1[C:8]2[N:9]=[C:10]([NH:12][C:13](=[O:23])[C:14]3[CH:19]=[CH:18][N:17]=[C:16]([CH2:20]NC)[CH:15]=3)[S:11][C:7]=2[C:6]([N:24]2[CH2:29][CH2:28][O:27][CH2:26][CH2:25]2)=[CH:5][CH:4]=1.[CH3:30][O-:31].[Na+].ClCCl.CO. Product: [CH3:30][O:31][CH2:20][C:16]1[CH:15]=[C:14]([CH:19]=[CH:18][N:17]=1)[C:13]([NH:12][C:10]1[S:11][C:7]2[C:6]([N:24]3[CH2:29][CH2:28][O:27][CH2:26][CH2:25]3)=[CH:5][CH:4]=[C:3]([O:2][CH3:1])[C:8]=2[N:9]=1)=[O:23]. The catalyst class is: 7. (5) Reactant: [F:1][C:2]1[CH:7]=[C:6]([F:8])[CH:5]=[CH:4][C:3]=1[N:9]1[C:13]2=[N:14][C:15]([CH3:39])=[N:16][C:17]([NH:18][CH2:19][C:20]([OH:38])([CH2:25][C:26]([C:29]3[CH:34]=[C:33]([F:35])[CH:32]=[CH:31][C:30]=3[O:36]C)([CH3:28])[CH3:27])[C:21]([F:24])([F:23])[F:22])=[C:12]2[CH:11]=[N:10]1.C(=O)=O.CC(C)=O.B(Br)(Br)Br. Product: [F:1][C:2]1[CH:7]=[C:6]([F:8])[CH:5]=[CH:4][C:3]=1[N:9]1[C:13]2=[N:14][C:15]([CH3:39])=[N:16][C:17]([NH:18][CH2:19][C:20]([OH:38])([C:21]([F:23])([F:24])[F:22])[CH2:25][C:26]([C:29]3[CH:34]=[C:33]([F:35])[CH:32]=[CH:31][C:30]=3[OH:36])([CH3:28])[CH3:27])=[C:12]2[CH:11]=[N:10]1. The catalyst class is: 4.